Dataset: Full USPTO retrosynthesis dataset with 1.9M reactions from patents (1976-2016). Task: Predict the reactants needed to synthesize the given product. (1) Given the product [Br:51][CH2:52][CH2:53][CH2:54][N:35]([C@H:36]([CH3:41])[C:37]([O:39][CH3:40])=[O:38])[S:32]([C:28]1[CH:27]=[C:26]([F:42])[C:25]([CH2:24][S:23][C:14]2[N:15]([C:16]3[CH:21]=[CH:20][C:19]([F:22])=[CH:18][CH:17]=3)[C:11]([C:8]([C:5]3[CH:6]=[CH:7][C:2]([Cl:1])=[C:3]([O:43][CH3:44])[CH:4]=3)([CH3:9])[CH3:10])=[CH:12][N:13]=2)=[C:30]([F:31])[CH:29]=1)(=[O:33])=[O:34], predict the reactants needed to synthesize it. The reactants are: [Cl:1][C:2]1[CH:7]=[CH:6][C:5]([C:8]([C:11]2[N:15]([C:16]3[CH:21]=[CH:20][C:19]([F:22])=[CH:18][CH:17]=3)[C:14]([S:23][CH2:24][C:25]3[C:30]([F:31])=[CH:29][C:28]([S:32]([NH:35][C@H:36]([CH3:41])[C:37]([O:39][CH3:40])=[O:38])(=[O:34])=[O:33])=[CH:27][C:26]=3[F:42])=[N:13][CH:12]=2)([CH3:10])[CH3:9])=[CH:4][C:3]=1[O:43][CH3:44].C([O-])([O-])=O.[K+].[K+].[Br:51][CH2:52][CH2:53][CH2:54]Br. (2) Given the product [CH3:24][N:25]([CH3:46])[CH2:26][CH2:27][NH:28][C:29](=[O:45])[CH2:30][N:31]1[CH:35]=[C:34]([C:7]2[CH:8]=[C:9]3[C:19]4[C:14](=[N:15][CH:16]=[C:17]([O:20][CH3:21])[CH:18]=4)[NH:13][C:10]3=[CH:11][N:12]=2)[CH:33]=[N:32]1, predict the reactants needed to synthesize it. The reactants are: FC(F)(F)S(O[C:7]1[CH:8]=[C:9]2[C:19]3[C:14](=[N:15][CH:16]=[C:17]([O:20][CH3:21])[CH:18]=3)[NH:13][C:10]2=[CH:11][N:12]=1)(=O)=O.[CH3:24][N:25]([CH3:46])[CH2:26][CH2:27][NH:28][C:29](=[O:45])[CH2:30][N:31]1[CH:35]=[C:34](B2OC(C)(C)C(C)(C)O2)[CH:33]=[N:32]1.C(=O)([O-])[O-].[Cs+].[Cs+].